From a dataset of Full USPTO retrosynthesis dataset with 1.9M reactions from patents (1976-2016). Predict the reactants needed to synthesize the given product. (1) Given the product [Cl:1][C:2]1[CH:3]=[C:4]2[C:9](=[CH:10][C:11]=1[C:12]([N:66]1[CH2:67][CH2:68][CH2:69][C@@H:65]1[CH2:64][OH:63])=[O:14])[N:8]=[CH:7][N:6]=[C:5]2[NH:15][CH:16]([C:18]1[NH:22][C:21]2[CH:23]=[CH:24][C:25]([Cl:27])=[CH:26][C:20]=2[N:19]=1)[CH3:17], predict the reactants needed to synthesize it. The reactants are: [Cl:1][C:2]1[CH:3]=[C:4]2[C:9](=[CH:10][C:11]=1[C:12]([OH:14])=O)[N:8]=[CH:7][N:6]=[C:5]2[NH:15][CH:16]([C:18]1[NH:22][C:21]2[CH:23]=[CH:24][C:25]([Cl:27])=[CH:26][C:20]=2[N:19]=1)[CH3:17].FC1C(OC(N(C)C)=[N+](C)C)=C(F)C(F)=C(F)C=1F.F[P-](F)(F)(F)(F)F.C(N(C(C)C)CC)(C)C.[OH:63][CH2:64][C@H:65]1[CH2:69][CH2:68][CH2:67][NH:66]1. (2) Given the product [CH3:1][O:2][C:3](=[O:19])[CH:4]([O:16][CH2:17][CH3:18])[CH2:5][C:6]1[C:14]2[CH:13]=[CH:12][S:11][C:10]=2[C:9]([O:15][CH2:21][C:22]2[N:23]=[C:24]([C:28]3[CH:29]=[CH:30][C:31]([C:34]([CH3:37])([CH3:36])[CH3:35])=[CH:32][CH:33]=3)[O:25][C:26]=2[CH3:27])=[CH:8][CH:7]=1, predict the reactants needed to synthesize it. The reactants are: [CH3:1][O:2][C:3](=[O:19])[CH:4]([O:16][CH2:17][CH3:18])[CH2:5][C:6]1[C:14]2[CH:13]=[CH:12][S:11][C:10]=2[C:9]([OH:15])=[CH:8][CH:7]=1.Cl[CH2:21][C:22]1[N:23]=[C:24]([C:28]2[CH:33]=[CH:32][C:31]([C:34]([CH3:37])([CH3:36])[CH3:35])=[CH:30][CH:29]=2)[O:25][C:26]=1[CH3:27].C(C1C=CC(C=O)=CC=1)(C)(C)C.O=P(Cl)(Cl)Cl.[H-].[Na+]. (3) Given the product [CH3:29][O:28][C:24]1[CH:23]=[C:20]([CH:19]=[C:18]([O:17][CH3:16])[C:25]=1[O:26][CH3:27])[CH2:21][NH:1][C:2]1[C:3]2[C:8]([N:9]=[C:10]3[C:15]=1[CH:14]=[CH:13][CH:12]=[CH:11]3)=[CH:7][CH:6]=[CH:5][CH:4]=2, predict the reactants needed to synthesize it. The reactants are: [NH2:1][C:2]1[C:3]2[C:8]([N:9]=[C:10]3[C:15]=1[CH:14]=[CH:13][CH:12]=[CH:11]3)=[CH:7][CH:6]=[CH:5][CH:4]=2.[CH3:16][O:17][C:18]1[CH:19]=[C:20]([CH:23]=[C:24]([O:28][CH3:29])[C:25]=1[O:26][CH3:27])[CH:21]=O.[BH3-]C#N.[Na+]. (4) Given the product [Br:1][CH2:2][CH2:3][C:4]([NH:7][CH2:8][CH2:9][S:10][C:11]([C:18]1[CH:23]=[CH:22][CH:21]=[CH:20][CH:19]=1)([C:12]1[CH:13]=[CH:14][CH:15]=[CH:16][CH:17]=1)[C:24]1[CH:29]=[CH:28][CH:27]=[CH:26][CH:25]=1)=[O:5], predict the reactants needed to synthesize it. The reactants are: [Br:1][CH2:2][CH2:3][C:4](Cl)=[O:5].[NH2:7][CH2:8][CH2:9][S:10][C:11]([C:24]1[CH:29]=[CH:28][CH:27]=[CH:26][CH:25]=1)([C:18]1[CH:23]=[CH:22][CH:21]=[CH:20][CH:19]=1)[C:12]1[CH:17]=[CH:16][CH:15]=[CH:14][CH:13]=1.CCN(C(C)C)C(C)C.CC(O)=O. (5) Given the product [C:1]([C:3]1[CH:8]=[CH:7][C:6]([C:9]2[CH:10]=[N:11][N:12]([C:15]3[CH:23]=[CH:22][C:18]([C:19]([NH:32][C:29]4([CH2:28][CH2:27][O:26][CH3:25])[CH2:31][CH2:30]4)=[O:21])=[CH:17][N:16]=3)[C:13]=2[OH:14])=[C:5]([CH3:24])[CH:4]=1)#[N:2], predict the reactants needed to synthesize it. The reactants are: [C:1]([C:3]1[CH:8]=[CH:7][C:6]([C:9]2[CH:10]=[N:11][N:12]([C:15]3[CH:23]=[CH:22][C:18]([C:19]([OH:21])=O)=[CH:17][N:16]=3)[C:13]=2[OH:14])=[C:5]([CH3:24])[CH:4]=1)#[N:2].[CH3:25][O:26][CH2:27][CH2:28][C:29]1([NH2:32])[CH2:31][CH2:30]1. (6) Given the product [F:1][C:2]1[CH:3]=[C:4]([CH:14]([CH3:18])[C:15]([NH:31][CH2:30][C:29]2[C:24]([CH2:19][CH2:20][CH2:21][CH2:22][CH3:23])=[N:25][C:26]([C:32]([F:35])([F:33])[F:34])=[CH:27][CH:28]=2)=[O:17])[CH:5]=[CH:6][C:7]=1[CH2:8][NH:9][S:10]([CH3:13])(=[O:11])=[O:12], predict the reactants needed to synthesize it. The reactants are: [F:1][C:2]1[CH:3]=[C:4]([CH:14]([CH3:18])[C:15]([OH:17])=O)[CH:5]=[CH:6][C:7]=1[CH2:8][NH:9][S:10]([CH3:13])(=[O:12])=[O:11].[CH2:19]([C:24]1[C:29]([CH2:30][NH2:31])=[CH:28][CH:27]=[C:26]([C:32]([F:35])([F:34])[F:33])[N:25]=1)[CH2:20][CH2:21][CH2:22][CH3:23].CN(C)CCCN=C=NCC.ON1C2C=CC=CC=2N=N1.C(N(CC)CC)C. (7) Given the product [C:45]([OH:44])(=[O:46])/[CH:47]=[CH:22]/[C:19]([OH:18])=[O:33].[CH2:30]([S:32]([N:1]1[C:10]2[C:5](=[CH:6][C:7]3[CH2:15][CH2:14][NH:13][CH2:12][CH2:11][C:8]=3[CH:9]=2)[CH2:4][CH2:3][CH2:2]1)(=[O:34])=[O:33])[CH3:31], predict the reactants needed to synthesize it. The reactants are: [NH:1]1[C:10]2[C:5](=[CH:6][C:7]3[CH2:15][CH2:14][N:13](C([O:18][C:19]([CH3:22])(C)C)=O)[CH2:12][CH2:11][C:8]=3[CH:9]=2)[CH2:4][CH2:3][CH2:2]1.C(N(CC)CC)C.[CH2:30]([S:32](Cl)(=[O:34])=[O:33])[CH3:31].CN1C=CN=C1.CC[O:44][C:45]([CH3:47])=[O:46]. (8) Given the product [CH3:1][O:2][C:3]([C@:5]1([Cl:29])[C@H:6]([C:23]2[CH:24]=[CH:25][CH:26]=[CH:27][CH:28]=2)[C@H:7]1[C:8]1[CH:13]=[CH:12][C:11]([C:35]2[N:36]=[CH:37][C:32]([CH3:31])=[CH:33][N:34]=2)=[CH:10][CH:9]=1)=[O:4], predict the reactants needed to synthesize it. The reactants are: [CH3:1][O:2][C:3]([C@@:5]1([Cl:29])[C@H:7]([C:8]2[CH:13]=[CH:12][C:11](B3OC(C)(C)C(C)(C)O3)=[CH:10][CH:9]=2)[C@H:6]1[C:23]1[CH:28]=[CH:27][CH:26]=[CH:25][CH:24]=1)=[O:4].[Br-].[CH3:31][C:32]1[CH:33]=[N:34][CH:35]=[N:36][CH:37]=1.[F-].[Cs+]. (9) Given the product [Cl:1][C:2]1[CH:28]=[CH:27][C:5]([CH2:6][N:7]2[C:12](=[O:13])[C:11]([O:14][CH3:15])=[N:10][N:9]([C:16]3[CH:17]=[C:18]([N:22]([CH3:31])[C:23](=[O:25])[CH3:24])[CH:19]=[CH:20][CH:21]=3)[C:8]2=[O:26])=[CH:4][CH:3]=1, predict the reactants needed to synthesize it. The reactants are: [Cl:1][C:2]1[CH:28]=[CH:27][C:5]([CH2:6][N:7]2[C:12](=[O:13])[C:11]([O:14][CH3:15])=[N:10][N:9]([C:16]3[CH:17]=[C:18]([NH:22][C:23](=[O:25])[CH3:24])[CH:19]=[CH:20][CH:21]=3)[C:8]2=[O:26])=[CH:4][CH:3]=1.[H-].[Na+].[CH3:31]I. (10) Given the product [CH2:26]([O:25][C:21]1[CH:20]=[C:19]([C:11]2[C:12]3[C:17]([NH2:18])=[N:16][CH:15]=[N:14][C:13]=3[N:9]([C@H:7]3[CH2:8][C@@H:5]([CH2:3][N:2]([CH3:33])[CH3:1])[CH2:6]3)[CH:10]=2)[CH:24]=[CH:23][CH:22]=1)[C:27]1[CH:28]=[CH:29][CH:30]=[CH:31][CH:32]=1, predict the reactants needed to synthesize it. The reactants are: [CH3:1][N:2]([CH3:33])[C:3]([C@H:5]1[CH2:8][C@@H:7]([N:9]2[C:13]3[N:14]=[CH:15][N:16]=[C:17]([NH2:18])[C:12]=3[C:11]([C:19]3[CH:24]=[CH:23][CH:22]=[C:21]([O:25][CH2:26][C:27]4[CH:32]=[CH:31][CH:30]=[CH:29][CH:28]=4)[CH:20]=3)=[CH:10]2)[CH2:6]1)=O.[H-].[Al+3].[Li+].[H-].[H-].[H-].O.[OH-].[Na+].